From a dataset of Human Reference Interactome with 51,813 positive PPI pairs across 8,248 proteins, plus equal number of experimentally-validated negative pairs. Binary Classification. Given two protein amino acid sequences, predict whether they physically interact or not. (1) Result: 0 (the proteins do not interact). Protein 2 (ENSG00000106144) has sequence MAAPSAGSWSTFQHKELMAADRGRRILGVCGMHPHHQETLKKNRVVLAKQLLLSELLEHLLEKDIITLEMRELIQAKVGSFSQNVELLNLLPKRGPQAFDAFCEALRETKQGHLEDMLLTTLSGLQHVLPPLSCDYDLSLPFPVCESCPLYKKLRLSTDTVEHSLDNKDGPVCLQVKPCTPEFYQTHFQLAYRLQSRPRGLALVLSNVHFTGEKELEFRSGGDVDHSTLVTLFKLLGYDVHVLCDQTAQEMQEKLQNFAQLPAHRVTDSCIVALLSHGVEGAIYGVDGKLLQLQEVFQLF.... Protein 1 (ENSG00000176209) has sequence MAGGYGVMGDDGSIDYTVHEAWNEATNVYLIVILVSFGLFMYAKRNKRRIMRIFSVPPTEETLSEPNFYDTISKIRLRQQLEMYSISRKYDYQQPQNQADSVQLSLE*MAGGYGVMGDDGSIDYTVHEAWNEATNVYLIVILVSFGLFMYAKRIFGFWRIEENHNGGTSLCCVKWMCSATFLTASYFLVKERIL*MRIFSVPPTEETLSEPNFYDTISKIRLRQQLEMYSI. (2) Protein 1 (ENSG00000132825) has sequence MSRGPSSAVLPSALGSRKLGPRSLSCLSDLDGGVALEPRACRPPGSPGRAPPPTPAPSGCDPRLRPIILRRARSLPSSPERRQKAAGAPGAACRPGCSQKLRVRFADALGLELAQVKVFNAGDDPSVPLHVLSRLAINSDLCCSSQDLEFTLHCLVPDFPPPVEAADFGERLQRQLVCLERVTCSDLGISGTVRVCNVAFEKQVAVRYTFSGWRSTHEAVARWRGPAGPEGTEDVFTFGFPVPPFLLELGSRVHFAVRYQVAGAEYWDNNDHRDYSLTCRNHALHMPRGECEESWIHFI*.... Protein 2 (ENSG00000213780) has sequence MESTPSRGLNRVHLQCRNLQEFLGGLSPGVLDRLYGHPATCLAVFRELPSLAKNWVMRMLFLEQPLPQAAVALWVKKEFSKAQEESTGLLSGLRIWHTQLLPGGLQGLILNPIFRQNLRIALLGGGKAWSDDTSQLGPDKHARDVPSLDKYAEERWEVVLHFMVGSPSAAVSQDLAQLLSQAGLMKSTEPGEPPCITSAGFQFLLLDTPAQLWYFMLQYLQTAQSRGMDLVEILSFLFQLSFSTLGKDYSVEGMSDSLLNFLQHLREFGLVFQRKRKSRRYYPTRLAINLSSGVSGAGGT.... Result: 0 (the proteins do not interact). (3) Protein 1 (ENSG00000177076) has sequence MGAPHWWDQLQAGSSEVDWCEDNYTIVPAIAEFYNTISNVLFFILPPICMCLFRQYATCFNSGIYLIWTLLVVVGIGSVYFHATLSFLGQMLDELAVLWVLMCALAMWFPRRYLPKIFRNDRGRFKVVVSVLSAVTTCLAFVKPAINNISLMTLGVPCTALLIAELKRCDNMRVFKLGLFSGLWWTLALFCWISDRAFCELLSSFNFPYLHCMWHILICLAAYLGCVCFAYFDAASEIPEQGPVIKFWPNEKWAFIGVPYVSLLCANKKSSVKIT*. Result: 0 (the proteins do not interact). Protein 2 (ENSG00000197993) has sequence MEGGDQSEEEPRERSQAGGMGTLWSQESTPEERLPVEGSRPWAVARRVLTAILILGLLLCFSVLLFYNFQNCGPRPCETSVCLDLRDHYLASGNTSVAPCTDFFSFACGRAKETNNSFQELATKNKNRLRRILEVQNSWHPGSGEEKAFQFYNSCMDTLAIEAAGTGPLRQVIEELGGWRISGKWTSLNFNRTLRLLMSQYGHFPFFRAYLGPHPASPHTPVIQIDQPEFDVPLKQDQEQKIYAQIFREYLTYLNQLGTLLGGDPSKVQEHSSLSISITSRLFQFLRPLEQRRAQGKLFQ.... (4) Protein 1 (ENSG00000107485) has sequence MEVTADQPRWVSHHHPAVLNGQHPDTHHPGLSHSYMDAAQYPLPEEVDVLFNIDGQGNHVPPYYGNSVRATVQRYPPTHHGSQVCRPPLLHGSLPWLDGGKALGSHHTASPWNLSPFSKTSIHHGSPGPLSVYPPASSSSLSGGHASPHLFTFPPTPPKDVSPDPSLSTPGSAGSARQDEKECLKYQVPLPDSMKLESSHSRGSMTALGGASSSTHHPITTYPPYVPEYSSGLFPPSSLLGGSPTGFGCKSRPKARSSTEGRECVNCGATSTPLWRRDGTGHYLCNACGLYHKMNGQNRP.... Protein 2 (ENSG00000188659) has sequence MGAKSMRSWCLCQICSCGSDYCPYEIVKQPRHVPEEYKPKQGKIDLGTTYKRDLNSYKVQPVAIVRPLERQVKKGKLDTVPTYKDDYRAWDLHKSELYKPEQTYHPPTVKFGNSTTFQDDFVPQEIKPRQSFKPSSVVKRSTAPFNGITSHRLDYIPHQLELKFERPKEVYKPTDQRFEDLTTHRCDFQGLIGETAKLCRPVHTRVTQNALFEGSTEFRESFQPWEIPPPEVKKVPEYVPPTGSMLLNSTSHLDYVPYQANHVVPIRPVSQKRSNNFPFQGKSIMKEDFPAWESCRQGLI.... Result: 0 (the proteins do not interact).